From a dataset of Forward reaction prediction with 1.9M reactions from USPTO patents (1976-2016). Predict the product of the given reaction. (1) Given the reactants [C:1]1(=O)[CH2:6][CH2:5][CH2:4][CH2:3][CH2:2]1.[CH3:8][O:9][C:10]([CH:12]=P(C1C=CC=CC=1)(C1C=CC=CC=1)C1C=CC=CC=1)=[O:11], predict the reaction product. The product is: [CH3:8][O:9][C:10](=[O:11])[CH:12]=[C:1]1[CH2:6][CH2:5][CH2:4][CH2:3][CH2:2]1. (2) Given the reactants FC(F)(F)C1C=C(S(Cl)(=O)=O)C=CC=1.N1CC[C@H](O[N:21]2[C:29](=[O:30])[C:28]3[C:23](=[CH:24][CH:25]=[CH:26][CH:27]=3)[C:22]2=[O:31])C1.FC(F)(F)C(O)=O.C(N(CC)C(C)C)(C)C, predict the reaction product. The product is: [C:22]1(=[O:31])[C:23]2[C:28](=[CH:27][CH:26]=[CH:25][CH:24]=2)[C:29](=[O:30])[NH:21]1. (3) Given the reactants [NH2:1][C:2]1[S:3][C:4]([C:11]2[CH:16]=[CH:15][C:14]([F:17])=[CH:13][C:12]=2[F:18])=[CH:5][C:6]=1[C:7]([O:9][CH3:10])=[O:8].ClCCl.[O:22]1[CH2:27][CH2:26][C:25](=O)[CH2:24][CH2:23]1, predict the reaction product. The product is: [F:18][C:12]1[CH:13]=[C:14]([F:17])[CH:15]=[CH:16][C:11]=1[C:4]1[S:3][C:2]([NH:1][CH:25]2[CH2:26][CH2:27][O:22][CH2:23][CH2:24]2)=[C:6]([C:7]([O:9][CH3:10])=[O:8])[CH:5]=1. (4) Given the reactants [Br:1]N1C(=O)CCC1=O.[N+:9]([C:12]1[CH:17]=[CH:16][N:15]=[CH:14][C:13]=1[NH:18][C@@H:19]([CH3:22])[CH2:20][OH:21])([O-:11])=[O:10], predict the reaction product. The product is: [Br:1][C:16]1[N:15]=[CH:14][C:13]([NH:18][C@@H:19]([CH3:22])[CH2:20][OH:21])=[C:12]([N+:9]([O-:11])=[O:10])[CH:17]=1. (5) Given the reactants Cl[C:2]1[CH:7]=[C:6]([CH3:8])[CH:5]=[C:4]([Cl:9])[N:3]=1.C(N(CC)C(C)C)(C)C.[CH2:19]([NH2:26])[C:20]1[CH:25]=[CH:24][CH:23]=[CH:22][CH:21]=1, predict the reaction product. The product is: [CH2:19]([NH:26][C:2]1[CH:7]=[C:6]([CH3:8])[CH:5]=[C:4]([Cl:9])[N:3]=1)[C:20]1[CH:25]=[CH:24][CH:23]=[CH:22][CH:21]=1. (6) Given the reactants [NH2:1][C:2]1[N:10]=[C:9]([O:11][CH2:12][CH2:13][CH2:14][CH3:15])[N:8]=[C:7]2[C:3]=1[NH:4][C:5](=[O:33])[N:6]2[CH2:16][CH2:17][CH2:18][NH:19][CH:20]1[CH2:25][CH2:24][N:23]([CH2:26][C:27]2[CH:32]=[CH:31][CH:30]=[CH:29][CH:28]=2)[CH2:22][CH2:21]1.[CH:34]([C:36]1[CH:37]=[C:38]([CH2:42][C:43]([O:45][CH3:46])=[O:44])[CH:39]=[CH:40][CH:41]=1)=O.C(O[BH-](OC(=O)C)OC(=O)C)(=O)C.[Na+].C(O)(=O)C, predict the reaction product. The product is: [NH2:1][C:2]1[N:10]=[C:9]([O:11][CH2:12][CH2:13][CH2:14][CH3:15])[N:8]=[C:7]2[C:3]=1[NH:4][C:5](=[O:33])[N:6]2[CH2:16][CH2:17][CH2:18][N:19]([CH2:34][C:36]1[CH:37]=[C:38]([CH2:42][C:43]([O:45][CH3:46])=[O:44])[CH:39]=[CH:40][CH:41]=1)[CH:20]1[CH2:25][CH2:24][N:23]([CH2:26][C:27]2[CH:32]=[CH:31][CH:30]=[CH:29][CH:28]=2)[CH2:22][CH2:21]1. (7) Given the reactants [F:1][C:2]1[CH:3]=[C:4]2[C:8](=[CH:9][CH:10]=1)[NH:7][C:6]([CH3:11])=[C:5]2[CH2:12][C:13]([O:15]C)=[O:14].FC(F)(F)C1C=C2C(=CC=1)NC=C2CC(OC)=O, predict the reaction product. The product is: [F:1][C:2]1[CH:3]=[C:4]2[C:8](=[CH:9][CH:10]=1)[NH:7][C:6]([CH3:11])=[C:5]2[CH2:12][C:13]([OH:15])=[O:14]. (8) Given the reactants [CH:1]1[C:9]2[C:8]3[CH:10]=[CH:11][CH:12]=[CH:13][C:7]=3[O:6][C:5]=2[CH:4]=[CH:3][C:2]=1B(O)O.[Br:17][C:18]1[CH:27]=[CH:26][C:25]2[C:20](=[CH:21][CH:22]=[C:23](Br)[CH:24]=2)[CH:19]=1.C(COC)OC.C(=O)([O-])[O-].[Na+].[Na+], predict the reaction product. The product is: [Br:17][C:18]1[CH:19]=[C:20]2[C:25](=[CH:26][CH:27]=1)[CH:24]=[C:23]([C:2]1[CH:3]=[CH:4][C:5]3[O:6][C:7]4[CH:13]=[CH:12][CH:11]=[CH:10][C:8]=4[C:9]=3[CH:1]=1)[CH:22]=[CH:21]2.